From a dataset of Full USPTO retrosynthesis dataset with 1.9M reactions from patents (1976-2016). Predict the reactants needed to synthesize the given product. (1) Given the product [NH2:31][C@@H:29]([CH3:30])[C:28]([N:25]1[CH2:24][CH2:23][CH:22]([N:13]2[N:12]=[C:11]([C:5]3[CH:6]=[CH:7][C:8]([O:9][CH3:10])=[C:3]([O:2][CH3:1])[CH:4]=3)[C@@H:20]3[C@@H:15]([CH2:16][CH2:17][CH2:18][CH2:19]3)[C:14]2=[O:21])[CH2:27][CH2:26]1)=[O:39], predict the reactants needed to synthesize it. The reactants are: [CH3:1][O:2][C:3]1[CH:4]=[C:5]([C:11]2[C@@H:20]3[C@@H:15]([CH2:16][CH2:17][CH2:18][CH2:19]3)[C:14](=[O:21])[N:13]([CH:22]3[CH2:27][CH2:26][N:25]([C:28](=[O:39])[C@@H:29]([NH:31]C(=O)OC(C)(C)C)[CH3:30])[CH2:24][CH2:23]3)[N:12]=2)[CH:6]=[CH:7][C:8]=1[O:9][CH3:10].Cl.[OH-].[Na+]. (2) Given the product [CH2:1]([C:3]1[CH:8]=[C:7]([O:9][C:10]2[CH:15]=[CH:14][CH:13]=[CH:12][CH:11]=2)[CH:6]=[C:5]([CH2:16][CH3:17])[C:4]=1[CH2:18][C:20]1[NH:24][CH:23]=[CH:22][N:21]=1)[CH3:2], predict the reactants needed to synthesize it. The reactants are: [CH2:1]([C:3]1[CH:8]=[C:7]([O:9][C:10]2[CH:15]=[CH:14][CH:13]=[CH:12][CH:11]=2)[CH:6]=[C:5]([CH2:16][CH3:17])[C:4]=1[CH:18]([C:20]1[NH:21][CH:22]=[CH:23][N:24]=1)O)[CH3:2].C([SiH](CC)CC)C.FC(F)(F)C(O)=O. (3) Given the product [CH3:1][O:2][C:3]1[CH:4]=[CH:5][C:6]([C:18](=[O:39])[C:19]2[CH:20]=[CH:21][C:22]([O:25][CH2:26][C:27]3[N:28]=[C:29]([C:33]4[CH:34]=[CH:35][CH:36]=[CH:37][CH:38]=4)[O:30][C:31]=3[CH3:32])=[CH:23][CH:24]=2)=[C:7]([CH:17]=1)[O:8][C@H:9]([CH3:16])[C:10]([OH:12])=[O:11], predict the reactants needed to synthesize it. The reactants are: [CH3:1][O:2][C:3]1[CH:4]=[CH:5][C:6]([C:18](=[O:39])[C:19]2[CH:24]=[CH:23][C:22]([O:25][CH2:26][C:27]3[N:28]=[C:29]([C:33]4[CH:38]=[CH:37][CH:36]=[CH:35][CH:34]=4)[O:30][C:31]=3[CH3:32])=[CH:21][CH:20]=2)=[C:7]([CH:17]=1)[O:8][C@H:9]([CH3:16])[C:10]([O:12]CC=C)=[O:11].O.[OH-].[Li+].Cl.